Dataset: Merck oncology drug combination screen with 23,052 pairs across 39 cell lines. Task: Regression. Given two drug SMILES strings and cell line genomic features, predict the synergy score measuring deviation from expected non-interaction effect. Drug 1: CN(C)C(=N)N=C(N)N. Drug 2: CC1(c2nc3c(C(N)=O)cccc3[nH]2)CCCN1. Cell line: SW620. Synergy scores: synergy=-3.01.